This data is from Full USPTO retrosynthesis dataset with 1.9M reactions from patents (1976-2016). The task is: Predict the reactants needed to synthesize the given product. (1) Given the product [CH2:9]([O:11][C:12]([C@@:14]1([NH:19][C:20]([N:38]2[CH2:39][C@H:40]([OH:42])[CH2:41][C@H:37]2[C:35](=[O:36])[N:34]([CH2:28][CH2:29][CH2:30][CH2:31][CH:32]=[CH2:33])[CH3:43])=[O:21])[CH2:16][C@@H:15]1[CH:17]=[CH2:18])=[O:13])[CH3:10], predict the reactants needed to synthesize it. The reactants are: C(N(CC)CC)C.[I-].[CH2:9]([O:11][C:12]([C@@:14]1([NH:19][C:20](N2C=C[N+](C)=C2)=[O:21])[CH2:16][C@H:15]1[CH:17]=[CH2:18])=[O:13])[CH3:10].[CH2:28]([N:34]([CH3:43])[C:35]([C@@H:37]1[CH2:41][C@@H:40]([OH:42])[CH2:39][NH:38]1)=[O:36])[CH2:29][CH2:30][CH2:31][CH:32]=[CH2:33]. (2) Given the product [I:23][C:10]1[O:11][C:7]([C:1]2[CH:2]=[CH:3][CH:4]=[CH:5][CH:6]=2)=[C:8]([C:12]([O:14][CH2:15][CH3:16])=[O:13])[N:9]=1, predict the reactants needed to synthesize it. The reactants are: [C:1]1([C:7]2[O:11][CH:10]=[N:9][C:8]=2[C:12]([O:14][CH2:15][CH3:16])=[O:13])[CH:6]=[CH:5][CH:4]=[CH:3][CH:2]=1.C[Si]([NH-])(C)C.[Li+].[I:23]I.CCOC(C)=O. (3) The reactants are: [C:1]1([P:7]([C:14]2[CH:19]=[CH:18][CH:17]=[CH:16][CH:15]=2)[C:8]2[CH:13]=[CH:12][CH:11]=[CH:10][CH:9]=2)[CH:6]=[CH:5][CH:4]=[CH:3][CH:2]=1.[I-:20].[Na+].Cl[CH2:23][C:24]1[S:28][C:27]([C:29]2[CH:34]=[CH:33][C:32]([Cl:35])=[CH:31][CH:30]=2)=[N:26][C:25]=1[CH3:36]. Given the product [I-:20].[Cl:35][C:32]1[CH:31]=[CH:30][C:29]([C:27]2[S:28][C:24]([CH2:23][P+:7]([C:1]3[CH:2]=[CH:3][CH:4]=[CH:5][CH:6]=3)([C:8]3[CH:13]=[CH:12][CH:11]=[CH:10][CH:9]=3)[C:14]3[CH:15]=[CH:16][CH:17]=[CH:18][CH:19]=3)=[C:25]([CH3:36])[N:26]=2)=[CH:34][CH:33]=1, predict the reactants needed to synthesize it.